Dataset: Full USPTO retrosynthesis dataset with 1.9M reactions from patents (1976-2016). Task: Predict the reactants needed to synthesize the given product. The reactants are: C(O[CH:4]=[C:5]([C:11]([O:13]CC)=O)[C:6]([O:8][CH2:9][CH3:10])=[O:7])C.[C:16]1([NH:22][NH:23]C(=O)C)[CH:21]=[CH:20][CH:19]=[CH:18][CH:17]=1. Given the product [O:13]=[C:11]1[C:5]([C:6]([O:8][CH2:9][CH3:10])=[O:7])=[CH:4][N:22]([C:16]2[CH:21]=[CH:20][CH:19]=[CH:18][CH:17]=2)[NH:23]1, predict the reactants needed to synthesize it.